This data is from Forward reaction prediction with 1.9M reactions from USPTO patents (1976-2016). The task is: Predict the product of the given reaction. Given the reactants [OH:1][C:2]1[N:6]([C:7]2[CH:12]=[C:11]([C:13]#[N:14])[CH:10]=[CH:9][N:8]=2)[N:5]=[CH:4][CH:3]=1.[CH:15]1([C:18]2[CH:23]=[CH:22][C:21]([CH2:24]O)=[CH:20][CH:19]=2)[CH2:17][CH2:16]1, predict the reaction product. The product is: [CH:15]1([C:18]2[CH:23]=[CH:22][C:21]([CH2:24][O:1][C:2]3[N:6]([C:7]4[CH:12]=[C:11]([C:13]#[N:14])[CH:10]=[CH:9][N:8]=4)[N:5]=[CH:4][CH:3]=3)=[CH:20][CH:19]=2)[CH2:17][CH2:16]1.